From a dataset of Catalyst prediction with 721,799 reactions and 888 catalyst types from USPTO. Predict which catalyst facilitates the given reaction. (1) Reactant: [Cl:1][CH2:2][C:3]1O[C:5](=[O:16])[C:6]2[CH:12]=[C:11]([N+:13]([O-:15])=[O:14])[CH:10]=[CH:9][C:7]=2[N:8]=1.P(Cl)(Cl)(Cl)=O.[NH2:22][C:23]1[CH:28]=[CH:27][CH:26]=[CH:25][CH:24]=1. Product: [Cl:1][CH2:2][C:3]1[N:22]([C:23]2[CH:28]=[CH:27][CH:26]=[CH:25][CH:24]=2)[C:5](=[O:16])[C:6]2[C:7](=[CH:9][CH:10]=[C:11]([N+:13]([O-:15])=[O:14])[CH:12]=2)[N:8]=1. The catalyst class is: 10. (2) Reactant: Br[C:2](Br)([F:4])[F:3].CN(P(N(C)C)N(C)C)C.O=[C:17]([CH3:25])[CH2:18][CH2:19][CH2:20][C:21]([O:23][CH3:24])=[O:22].C(OCC)C. Product: [F:3][C:2]([F:4])=[C:17]([CH3:25])[CH2:18][CH2:19][CH2:20][C:21]([O:23][CH3:24])=[O:22]. The catalyst class is: 7. (3) Reactant: [CH3:1][O:2][CH:3]([O:6][CH3:7])[CH2:4][NH2:5].[CH2:8]=O.[Cl:10][C:11]1[CH:12]=[C:13]([CH:28]=[CH:29][C:30]=1[Cl:31])[CH2:14][N:15]([CH3:27])[C:16](=[O:26])[CH:17]=[C:18]1[C:22](=[O:23])OC(C)(C)[O:19]1. Product: [Cl:10][C:11]1[CH:12]=[C:13]([CH:28]=[CH:29][C:30]=1[Cl:31])[CH2:14][N:15]([CH3:27])[C:16]([C:17]1[CH2:8][N:5]([CH2:4][CH:3]([O:6][CH3:7])[O:2][CH3:1])[C:22](=[O:23])[C:18]=1[OH:19])=[O:26]. The catalyst class is: 5. (4) Reactant: [F:1][C:2]1[C:7]([NH2:8])=[CH:6][CH:5]=[C:4]([F:9])[C:3]=1[NH:10][C:11]1[C:16]([C:17]2[N:25]=[CH:24][N:23]=[C:22]3[C:18]=2[N:19]=[CH:20][N:21]3[CH:26]2[CH2:31][CH2:30][CH2:29][CH2:28][O:27]2)=[CH:15][CH:14]=[CH:13][N:12]=1.[Cl:32][C:33]1[CH:34]=[C:35]([S:40](Cl)(=[O:42])=[O:41])[CH:36]=[CH:37][C:38]=1[Cl:39].N1C=CC=CC=1. Product: [Cl:32][C:33]1[CH:34]=[C:35]([S:40]([NH:8][C:7]2[CH:6]=[CH:5][C:4]([F:9])=[C:3]([NH:10][C:11]3[C:16]([C:17]4[N:25]=[CH:24][N:23]=[C:22]5[C:18]=4[N:19]=[CH:20][N:21]5[CH:26]4[CH2:31][CH2:30][CH2:29][CH2:28][O:27]4)=[CH:15][CH:14]=[CH:13][N:12]=3)[C:2]=2[F:1])(=[O:41])=[O:42])[CH:36]=[CH:37][C:38]=1[Cl:39]. The catalyst class is: 4. (5) Reactant: CO[C:3]([C:5]1[N:6]=[CH:7][C:8]2[C:9](=[O:23])[N:10]([CH2:16][C:17]3[CH:22]=[CH:21][CH:20]=[CH:19][CH:18]=3)[CH:11]=[CH:12][C:13]=2[C:14]=1[OH:15])=[O:4].[CH3:24][NH2:25].C(O)(=O)C.O. Product: [CH3:24][NH:25][C:3]([C:5]1[N:6]=[CH:7][C:8]2[C:9](=[O:23])[N:10]([CH2:16][C:17]3[CH:18]=[CH:19][CH:20]=[CH:21][CH:22]=3)[CH:11]=[CH:12][C:13]=2[C:14]=1[OH:15])=[O:4]. The catalyst class is: 14.